From a dataset of Reaction yield outcomes from USPTO patents with 853,638 reactions. Predict the reaction yield, written as a fraction of the theoretical maximum amount of product (1.0 means a 100% yield; for example, 0.34 means a 34% yield). (1) The reactants are [O:1]=[C:2]1[CH2:7][CH2:6][N:5]([C:8]([O:10][C:11]([CH3:14])([CH3:13])[CH3:12])=[O:9])[CH2:4][CH2:3]1.N1CCCC1.[F:20][C:21]1[CH:22]=[CH:23][C:24](O)=[C:25]([C:27](=[O:29])[CH3:28])[CH:26]=1. The catalyst is CO. The product is [F:20][C:21]1[CH:26]=[C:25]2[C:24](=[CH:23][CH:22]=1)[O:1][C:2]1([CH2:3][CH2:4][N:5]([C:8]([O:10][C:11]([CH3:14])([CH3:13])[CH3:12])=[O:9])[CH2:6][CH2:7]1)[CH2:28][C:27]2=[O:29]. The yield is 0.670. (2) The reactants are [Cl:1][C:2]1[CH:7]=[CH:6][C:5]([NH:8][C:9]([N:11]2[CH2:15][C@@H:14]([N:16]=[N+]=[N-])[CH2:13][C@@H:12]2[C:19]([NH:21][C:22]2[CH:27]=[CH:26][C:25]([N:28]3[CH2:33][CH2:32][O:31][CH2:30][C:29]3=[O:34])=[CH:24][CH:23]=2)=[O:20])=[O:10])=[CH:4][CH:3]=1.C1(P(C2C=CC=CC=2)C2C=CC=CC=2)C=CC=CC=1. The catalyst is O1CCCC1.O. The product is [Cl:1][C:2]1[CH:7]=[CH:6][C:5]([NH:8][C:9]([N:11]2[CH2:15][C@@H:14]([NH2:16])[CH2:13][C@@H:12]2[C:19]([NH:21][C:22]2[CH:27]=[CH:26][C:25]([N:28]3[CH2:33][CH2:32][O:31][CH2:30][C:29]3=[O:34])=[CH:24][CH:23]=2)=[O:20])=[O:10])=[CH:4][CH:3]=1. The yield is 0.400. (3) The reactants are [Cl:1][C:2]1[C:7]2[S:8][CH:9]=[CH:10][C:6]=2[CH:5]=[CH:4][CH:3]=1.[B:11](OC(C)C)([O:16]C(C)C)[O:12]C(C)C.[Cl-].[NH4+]. The catalyst is C1COCC1. The product is [Cl:1][C:2]1[C:7]2[S:8][C:9]([B:11]([OH:16])[OH:12])=[CH:10][C:6]=2[CH:5]=[CH:4][CH:3]=1. The yield is 0.960. (4) The reactants are [N+:1]([O-:4])(O)=[O:2].[Br:5][C:6]1[C:10]2[CH:11]=[CH:12][CH:13]=[CH:14][C:9]=2[S:8][CH:7]=1. The catalyst is C(O)(C(F)(F)F)=O.C(Cl)Cl. The product is [Br:5][C:6]1[C:10]2[CH:11]=[CH:12][CH:13]=[CH:14][C:9]=2[S:8][C:7]=1[N+:1]([O-:4])=[O:2]. The yield is 0.410. (5) The product is [F:43][C:2]([F:42])([F:1])[C:3]1[CH:4]=[CH:5][C:6]([CH2:9][CH2:10][C:11]2[N:12]([C:16]3[CH:17]=[CH:18][C:19]([N:22]4[C:36](=[O:38])[CH2:35][C:34](=[O:41])[NH:33][C:24]5[C:25]6[C:30]([CH:31]=[CH:32][C:23]4=5)=[CH:29][CH:28]=[CH:27][CH:26]=6)=[CH:20][CH:21]=3)[CH:13]=[CH:14][N:15]=2)=[CH:7][CH:8]=1. The yield is 0.400. No catalyst specified. The reactants are [F:1][C:2]([F:43])([F:42])[C:3]1[CH:8]=[CH:7][C:6]([CH2:9][CH2:10][C:11]2[N:12]([C:16]3[CH:21]=[CH:20][C:19]([NH:22][C:23]4[CH:32]=[CH:31][C:30]5[C:25](=[CH:26][CH:27]=[CH:28][CH:29]=5)[C:24]=4[NH:33][C:34](=[O:41])[CH2:35][C:36]([O:38]CC)=O)=[CH:18][CH:17]=3)[CH:13]=[CH:14][N:15]=2)=[CH:5][CH:4]=1.[N+](C1C2C(=CC=CC=2)C=CC=1NC1C=CC(N)=CC=1)([O-])=O.FC(F)(F)C1C=CC(CCC(O)=O)=CC=1.O=C(NC1C2C(=CC=CC=2)C=CC=1NC1C=CC=C(N2C(CCC3C=CC=CN=3)=NN=N2)C=1)C(OCC)=O.Cl.FC(F)(F)C1C=CC=CC=1CN1C=CN=C1C1C=CC(N2C(=O)CC(=O)NC3C4C(C=CC2=3)=CC=CC=4)=CC=1.N1C=CC=CC=1CCC1N(C2C=C(NC3C(N)=CC=C4C=3C=CC=C4)C=CC=2)N=NN=1.Cl.N1C=CC=CC=1CCC1N(C2C=C(N3C4C=CC5C=CC=CC=5C=4NC(=O)C3=O)C=CC=2)N=NN=1. (6) The reactants are [N:1]1[C:5]2[CH:6]=[CH:7][CH:8]=[CH:9][C:4]=2[NH:3][CH:2]=1.[H-].[Na+].[CH:12]([N:15]([CH:19]([CH3:21])[CH3:20])[C:16](Cl)=[O:17])([CH3:14])[CH3:13]. The catalyst is C1COCC1. The product is [CH:12]([N:15]([CH:19]([CH3:21])[CH3:20])[C:16]([N:1]1[C:5]2[CH:6]=[CH:7][CH:8]=[CH:9][C:4]=2[N:3]=[CH:2]1)=[O:17])([CH3:14])[CH3:13]. The yield is 0.840. (7) The yield is 0.946. The catalyst is CCCCCCC. The reactants are [Br:1][C:2]1[C:3]([C:9]([F:12])([F:11])[F:10])=[CH:4][C:5]([NH2:8])=[N:6][CH:7]=1.[C:13](OCC)(=[O:15])[CH3:14].C(OC(=O)C)(=O)C. The product is [Br:1][C:2]1[C:3]([C:9]([F:12])([F:10])[F:11])=[CH:4][C:5]([NH:8][C:13](=[O:15])[CH3:14])=[N:6][CH:7]=1. (8) The reactants are [Mn]([O-])(=O)(=O)=[O:2].[K+].[Cl:7][C:8]1[CH:9]=[C:10]([C@@H:17]([CH2:21][CH:22]2[CH2:26][CH2:25][CH2:24][C:23]2=[O:27])[C:18]([OH:20])=[O:19])[CH:11]=[CH:12][C:13]=1[S:14]([CH3:16])=[O:15]. The catalyst is O.CO. The product is [Cl:7][C:8]1[CH:9]=[C:10]([C@@H:17]([CH2:21][CH:22]2[CH2:26][CH2:25][CH2:24][C:23]2=[O:27])[C:18]([OH:20])=[O:19])[CH:11]=[CH:12][C:13]=1[S:14]([CH3:16])(=[O:2])=[O:15]. The yield is 0.430. (9) The reactants are [C:1]([O:5][C:6]([N:8]1[C@@H:12]([C@@H:13]([OH:28])[C@@H:14]([NH:24][C:25](=[O:27])[CH3:26])[CH2:15][C:16]2[CH:21]=[C:20]([F:22])[CH:19]=[C:18]([F:23])[CH:17]=2)[CH2:11][O:10][C:9]1([CH3:30])[CH3:29])=[O:7])([CH3:4])([CH3:3])[CH3:2].[I-].[Na+].[CH2:33](Br)[C:34]1[CH:39]=[CH:38][CH:37]=[CH:36][CH:35]=1. The catalyst is O1CCCC1. The product is [C:1]([O:5][C:6]([N:8]1[C@@H:12]([C@@H:13]([O:28][CH2:33][C:34]2[CH:39]=[CH:38][CH:37]=[CH:36][CH:35]=2)[C@@H:14]([NH:24][C:25](=[O:27])[CH3:26])[CH2:15][C:16]2[CH:21]=[C:20]([F:22])[CH:19]=[C:18]([F:23])[CH:17]=2)[CH2:11][O:10][C:9]1([CH3:30])[CH3:29])=[O:7])([CH3:4])([CH3:2])[CH3:3]. The yield is 0.850. (10) The reactants are [F:1][C:2]1[CH:22]=[C:21]([N+:23]([O-:25])=[O:24])[CH:20]=[CH:19][C:3]=1[O:4][C:5]1[N:10]=[CH:9][N:8]=[C:7]([NH:11][C:12](=[O:18])[O:13][C:14]([CH3:17])([CH3:16])[CH3:15])[CH:6]=1.[H-].[Na+].I[CH3:29]. The catalyst is CN(C=O)C.O. The product is [F:1][C:2]1[CH:22]=[C:21]([N+:23]([O-:25])=[O:24])[CH:20]=[CH:19][C:3]=1[O:4][C:5]1[N:10]=[CH:9][N:8]=[C:7]([N:11]([CH3:29])[C:12](=[O:18])[O:13][C:14]([CH3:15])([CH3:16])[CH3:17])[CH:6]=1. The yield is 0.740.